This data is from NCI-60 drug combinations with 297,098 pairs across 59 cell lines. The task is: Regression. Given two drug SMILES strings and cell line genomic features, predict the synergy score measuring deviation from expected non-interaction effect. (1) Drug 1: CC1=C2C(C(=O)C3(C(CC4C(C3C(C(C2(C)C)(CC1OC(=O)C(C(C5=CC=CC=C5)NC(=O)OC(C)(C)C)O)O)OC(=O)C6=CC=CC=C6)(CO4)OC(=O)C)OC)C)OC. Drug 2: C(CN)CNCCSP(=O)(O)O. Cell line: EKVX. Synergy scores: CSS=39.7, Synergy_ZIP=-2.72, Synergy_Bliss=-6.62, Synergy_Loewe=-62.5, Synergy_HSA=-6.82. (2) Drug 1: CC(C1=C(C=CC(=C1Cl)F)Cl)OC2=C(N=CC(=C2)C3=CN(N=C3)C4CCNCC4)N. Drug 2: C1CNP(=O)(OC1)N(CCCl)CCCl. Cell line: OVCAR-5. Synergy scores: CSS=5.96, Synergy_ZIP=-1.81, Synergy_Bliss=-0.364, Synergy_Loewe=-1.64, Synergy_HSA=-1.62. (3) Drug 1: CC1=CC=C(C=C1)C2=CC(=NN2C3=CC=C(C=C3)S(=O)(=O)N)C(F)(F)F. Drug 2: C1=CC=C(C=C1)NC(=O)CCCCCCC(=O)NO. Cell line: NCI-H522. Synergy scores: CSS=10.2, Synergy_ZIP=-3.49, Synergy_Bliss=3.38, Synergy_Loewe=-16.2, Synergy_HSA=-2.36.